Dataset: Reaction yield outcomes from USPTO patents with 853,638 reactions. Task: Predict the reaction yield, written as a fraction of the theoretical maximum amount of product (1.0 means a 100% yield; for example, 0.34 means a 34% yield). The reactants are [NH:1]1[CH2:8][CH2:7][CH2:6][C@H:2]1[C:3]([OH:5])=[O:4].[C:9](Cl)(=[O:21])[CH2:10][CH2:11][CH2:12][CH2:13][CH2:14][CH2:15][CH2:16][CH2:17][CH2:18][CH2:19][CH3:20].Cl. The product is [C:9]([N:1]1[CH2:8][CH2:7][CH2:6][C@H:2]1[C:3]([OH:5])=[O:4])(=[O:21])[CH2:10][CH2:11][CH2:12][CH2:13][CH2:14][CH2:15][CH2:16][CH2:17][CH2:18][CH2:19][CH3:20]. The catalyst is [OH-].[Na+]. The yield is 1.00.